Dataset: Full USPTO retrosynthesis dataset with 1.9M reactions from patents (1976-2016). Task: Predict the reactants needed to synthesize the given product. (1) The reactants are: [F:1][C:2]([F:22])([F:21])[C:3]1[CH:4]=[C:5]([S:9]([N:12]2[CH2:16][C@H:15]3[C@H:17]([NH2:20])[CH2:18][CH2:19][C@H:14]3[CH2:13]2)(=[O:11])=[O:10])[CH:6]=[CH:7][CH:8]=1.[F:23][C:24]1[CH:31]=[CH:30][C:27]([CH:28]=O)=[CH:26][CH:25]=1.C(=O)C(C)(C)C. Given the product [F:23][C:24]1[CH:31]=[CH:30][C:27]([CH2:28][NH:20][C@@H:17]2[C@@H:15]3[C@@H:14]([CH2:13][N:12]([S:9]([C:5]4[CH:6]=[CH:7][CH:8]=[C:3]([C:2]([F:1])([F:21])[F:22])[CH:4]=4)(=[O:10])=[O:11])[CH2:16]3)[CH2:19][CH2:18]2)=[CH:26][CH:25]=1, predict the reactants needed to synthesize it. (2) Given the product [OH:13][C:11]1[C:5]2[C:4](=[CH:9][C:8]([CH3:10])=[CH:7][CH:6]=2)[O:3][C:14](=[O:15])[CH:12]=1, predict the reactants needed to synthesize it. The reactants are: [H-].[Na+].[OH:3][C:4]1[CH:9]=[C:8]([CH3:10])[CH:7]=[CH:6][C:5]=1[C:11](=[O:13])[CH3:12].[C:14](=O)(OCC)[O:15]CC.Cl. (3) Given the product [NH2:15][C:14]1[C:9]([N:8]([CH2:1][C:2]2[CH:7]=[CH:6][CH:5]=[CH:4][CH:3]=2)[CH2:28][C:29]2[CH:30]=[CH:31][CH:32]=[CH:33][CH:34]=2)=[N:10][C:11]([CH3:27])=[CH:12][C:13]=1[NH:18][NH:19][C:20]([O:22][C:23]([CH3:24])([CH3:25])[CH3:26])=[O:21], predict the reactants needed to synthesize it. The reactants are: [CH2:1]([N:8]([CH2:28][C:29]1[CH:34]=[CH:33][CH:32]=[CH:31][CH:30]=1)[C:9]1[C:14]([N+:15]([O-])=O)=[C:13]([NH:18][NH:19][C:20]([O:22][C:23]([CH3:26])([CH3:25])[CH3:24])=[O:21])[CH:12]=[C:11]([CH3:27])[N:10]=1)[C:2]1[CH:7]=[CH:6][CH:5]=[CH:4][CH:3]=1. (4) Given the product [CH:58]1[C:59]2[CH:60]([CH2:62][O:63][C:64]([NH:8][C@H:9]([C:28](=[O:35])[N:29]3[CH2:34][CH2:33][CH2:32][CH2:31][CH2:30]3)[CH2:10][C:11]3[CH:12]=[C:13]([CH2:17][CH2:18][CH2:19][CH2:37][C:38]([OH:40])=[O:39])[CH:14]=[CH:15][CH:16]=3)=[O:66])[C:61]3[C:53](=[CH:52][CH:51]=[CH:50][CH:49]=3)[C:54]=2[CH:55]=[CH:56][CH:57]=1, predict the reactants needed to synthesize it. The reactants are: C(OC([NH:8][C@H:9]([C:28](=[O:35])[N:29]1[CH2:34][CH2:33][CH2:32][CH2:31][CH2:30]1)[CH2:10][C:11]1[CH:12]=[C:13]([CH2:17][CH2:18][CH2:19]CC(OC(C)(C)C)=O)[CH:14]=[CH:15][CH:16]=1)=O)(C)(C)C.F[C:37](F)(F)[C:38]([OH:40])=[O:39].C(=O)([O-])[O-].[Na+].[Na+].[CH:49]1[C:61]2[CH:60]([CH2:62][O:63][C:64]([O:66]N3C(=O)CCC3=O)=O)[C:59]3[C:54](=[CH:55][CH:56]=[CH:57][CH:58]=3)[C:53]=2[CH:52]=[CH:51][CH:50]=1.Cl. (5) The reactants are: [CH2:1]([O:3][C:4]([C:6]1[CH:7]=[N:8][C:9]([N:13]([CH2:26][C:27]2[CH:32]=[CH:31][C:30]([O:33][CH3:34])=[CH:29][CH:28]=2)[C:14]2[CH:15]=[N:16][C:17]([N:20]3[CH2:25][CH2:24][O:23][CH2:22][CH2:21]3)=[CH:18][CH:19]=2)=[CH:10][C:11]=1[NH2:12])=[O:5])[CH3:2].[CH:35](=O)[C:36]1[CH:41]=[CH:40][CH:39]=[CH:38][CH:37]=1.C([Sn](Cl)(Cl)CCCC)CCC.C1([SiH3])C=CC=CC=1. Given the product [CH2:1]([O:3][C:4]([C:6]1[CH:7]=[N:8][C:9]([N:13]([CH2:26][C:27]2[CH:28]=[CH:29][C:30]([O:33][CH3:34])=[CH:31][CH:32]=2)[C:14]2[CH:15]=[N:16][C:17]([N:20]3[CH2:21][CH2:22][O:23][CH2:24][CH2:25]3)=[CH:18][CH:19]=2)=[CH:10][C:11]=1[NH:12][CH2:35][C:36]1[CH:41]=[CH:40][CH:39]=[CH:38][CH:37]=1)=[O:5])[CH3:2], predict the reactants needed to synthesize it. (6) Given the product [Cl:12][C:13]1[CH:14]=[C:15]([CH2:19][CH2:20][CH2:21][NH:23][C@H:24]2[CH2:25][CH2:26][C@H:27]([CH3:30])[CH2:28][CH2:29]2)[CH:16]=[CH:17][CH:18]=1, predict the reactants needed to synthesize it. The reactants are: [H-].[Al+3].[Li+].[H-].[H-].[H-].S(=O)(=O)(O)O.[Cl:12][C:13]1[CH:14]=[C:15]([CH2:19][CH2:20][C:21]([NH:23][C@H:24]2[CH2:29][CH2:28][C@H:27]([CH3:30])[CH2:26][CH2:25]2)=O)[CH:16]=[CH:17][CH:18]=1. (7) Given the product [OH-:5].[NH4+:8].[C:1]([O:5][C:6]([N:8]1[CH2:9][CH:10]=[C:11]([C:14]2[NH:31][C:17]3=[N:18][CH:19]=[CH:20][C:21]([C:22]4[CH:27]=[CH:26][C:25]([CH2:28][NH:29][C:41]([C:39]5[O:38][N:37]=[C:36]([C:32]([CH3:35])([CH3:34])[CH3:33])[N:40]=5)=[O:42])=[C:24]([F:30])[CH:23]=4)=[C:16]3[N:15]=2)[CH2:12][CH2:13]1)=[O:7])([CH3:4])([CH3:2])[CH3:3], predict the reactants needed to synthesize it. The reactants are: [C:1]([O:5][C:6]([N:8]1[CH2:13][CH:12]=[C:11]([C:14]2[NH:31][C:17]3=[N:18][CH:19]=[CH:20][C:21]([C:22]4[CH:27]=[CH:26][C:25]([CH2:28][NH2:29])=[C:24]([F:30])[CH:23]=4)=[C:16]3[N:15]=2)[CH2:10][CH2:9]1)=[O:7])([CH3:4])([CH3:3])[CH3:2].[C:32]([C:36]1[N:40]=[C:39]([C:41](O)=[O:42])[O:38][N:37]=1)([CH3:35])([CH3:34])[CH3:33].CCN(C(C)C)C(C)C.C(P1(=O)OP(=O)(CCC)OP(=O)(CCC)O1)CC. (8) Given the product [CH3:47][S:48][C:49]1[C:57]2[C:52](=[CH:53][C:54]([NH:58][C:15](=[O:17])[CH2:14][CH:9]3[CH2:10][CH2:11][CH2:12][CH2:13][N:8]3[C:6]([O:5][C:1]([CH3:2])([CH3:3])[CH3:4])=[O:7])=[CH:55][CH:56]=2)[N:51]([C:59]2[CH:60]=[CH:61][CH:62]=[CH:63][CH:64]=2)[N:50]=1, predict the reactants needed to synthesize it. The reactants are: [C:1]([O:5][C:6]([N:8]1[CH2:13][CH2:12][CH2:11][CH2:10][CH:9]1[CH2:14][C:15]([OH:17])=O)=[O:7])([CH3:4])([CH3:3])[CH3:2].N1(O)C2C=CC=CC=2N=N1.CCN=C=NCCCN(C)C.Cl.CN1CCOCC1.[CH3:47][S:48][C:49]1[C:57]2[C:52](=[CH:53][C:54]([NH2:58])=[CH:55][CH:56]=2)[N:51]([C:59]2[CH:64]=[CH:63][CH:62]=[CH:61][CH:60]=2)[N:50]=1. (9) Given the product [ClH:20].[CH3:1][C:2]1[N:6]=[C:5]([CH:7]2[CH2:12][CH2:11][CH2:10][NH:9][CH2:8]2)[S:4][N:3]=1, predict the reactants needed to synthesize it. The reactants are: [CH3:1][C:2]1[N:6]=[C:5]([CH:7]2[CH2:12][CH2:11][CH2:10][N:9](C(OC(C)(C)C)=O)[CH2:8]2)[S:4][N:3]=1.[ClH:20].